This data is from Forward reaction prediction with 1.9M reactions from USPTO patents (1976-2016). The task is: Predict the product of the given reaction. (1) Given the reactants [F:1][C:2]1[CH:3]=[CH:4][C:5]2[N:6]([C:8]([C:11]3[N:16]=[C:15]([O:17]C)[C:14]([CH3:19])=[CH:13][N:12]=3)=[CH:9][N:10]=2)[CH:7]=1.[OH-].[K+].FC1C(O)=NC(C2N3C=C(F)C=CC3=NC=2)=NC=1, predict the reaction product. The product is: [F:1][C:2]1[CH:3]=[CH:4][C:5]2[N:6]([C:8]([C:11]3[N:16]=[C:15]([OH:17])[C:14]([CH3:19])=[CH:13][N:12]=3)=[CH:9][N:10]=2)[CH:7]=1. (2) Given the reactants Br[C:2]1[CH:3]=[C:4]([C:8]2([C:11]([O-:13])=[O:12])[CH2:10][CH2:9]2)[CH:5]=[N:6][CH:7]=1.[K+].[CH3:15][N:16]1[C:25]2[C:20](=[CH:21][C:22](B3OC(C)(C)C(C)(C)O3)=[CH:23][CH:24]=2)[CH2:19][CH2:18][C:17]1=[O:35].C([O-])([O-])=O.[Na+].[Na+], predict the reaction product. The product is: [CH3:15][N:16]1[C:25]2[C:20](=[CH:21][C:22]([C:2]3[CH:3]=[C:4]([C:8]4([C:11]([OH:13])=[O:12])[CH2:10][CH2:9]4)[CH:5]=[N:6][CH:7]=3)=[CH:23][CH:24]=2)[CH2:19][CH2:18][C:17]1=[O:35]. (3) The product is: [CH2:1]([O:3][C:4](=[O:34])[CH2:5][N:6]1[C:14]2[CH2:13][CH2:12][CH2:11][C@@H:10]([N:15]([S:16]([C:19]3[CH:24]=[C:23]([C:25]([F:27])([F:28])[F:26])[CH:22]=[C:21]([C:29]4([CH2:32][CH3:37])[CH2:31][CH2:30]4)[CH:20]=3)(=[O:18])=[O:17])[CH3:33])[C:9]=2[CH:8]=[N:7]1)[CH3:2]. Given the reactants [CH2:1]([O:3][C:4](=[O:34])[CH2:5][N:6]1[C:14]2[CH2:13][CH2:12][CH2:11][C@@H:10]([N:15]([CH3:33])[S:16]([C:19]3[CH:24]=[C:23]([C:25]([F:28])([F:27])[F:26])[CH:22]=[C:21]([C:29](=[CH2:32])[CH2:30][CH3:31])[CH:20]=3)(=[O:18])=[O:17])[C:9]=2[CH:8]=[N:7]1)[CH3:2].[N+](=[CH2:37])=[N-], predict the reaction product.